Dataset: Full USPTO retrosynthesis dataset with 1.9M reactions from patents (1976-2016). Task: Predict the reactants needed to synthesize the given product. (1) Given the product [Cl:9][C:3]1[C:2]([Cl:1])=[CH:7][CH:6]=[CH:5][C:4]=1[N:10]1[C:18]2[C:13](=[CH:14][CH:15]=[CH:16][C:17]=2[CH2:19][N:20]2[CH2:21][CH2:22][CH:23]([C:26]3[CH:27]=[C:28]([NH:32][C:33](=[O:37])[CH:34]([CH3:35])[CH3:36])[CH:29]=[CH:30][CH:31]=3)[CH2:24][CH2:25]2)[CH:12]=[CH:11]1, predict the reactants needed to synthesize it. The reactants are: [Cl:1][C:2]1[CH:7]=[CH:6][CH:5]=[C:4](I)[C:3]=1[Cl:9].[NH:10]1[C:18]2[C:13](=[CH:14][CH:15]=[CH:16][C:17]=2[CH2:19][N:20]2[CH2:25][CH2:24][CH:23]([C:26]3[CH:27]=[C:28]([NH:32][C:33](=[O:37])[CH:34]([CH3:36])[CH3:35])[CH:29]=[CH:30][CH:31]=3)[CH2:22][CH2:21]2)[CH:12]=[CH:11]1. (2) Given the product [F:1][C:2]1[C:7]([F:8])=[CH:6][CH:5]=[CH:4][C:3]=1[C:9]1[N:36]=[C:12]2[CH:13]=[N:14][N:15]([CH2:17][C:18]3[O:22][N:21]=[C:20]([C:23]4[CH:24]=[CH:25][C:26]([O:32][CH2:33][CH2:34][CH3:35])=[C:27]([CH:31]=4)[C:28]([NH:70][CH2:71][CH2:72][N:73]4[CH2:78][CH2:77][O:76][CH2:75][CH2:74]4)=[O:29])[CH:19]=3)[CH:16]=[C:11]2[N:10]=1, predict the reactants needed to synthesize it. The reactants are: [F:1][C:2]1[C:7]([F:8])=[CH:6][CH:5]=[CH:4][C:3]=1[C:9]1[N:36]=[C:12]2[CH:13]=[N:14][N:15]([CH2:17][C:18]3[O:22][N:21]=[C:20]([C:23]4[CH:24]=[CH:25][C:26]([O:32][CH2:33][CH2:34][CH3:35])=[C:27]([CH:31]=4)[C:28](O)=[O:29])[CH:19]=3)[CH:16]=[C:11]2[N:10]=1.CN(C(ON1N=NC2C=CC=NC1=2)=[N+](C)C)C.F[P-](F)(F)(F)(F)F.C(N(C(C)C)CC)(C)C.[NH2:70][CH2:71][CH2:72][N:73]1[CH2:78][CH2:77][O:76][CH2:75][CH2:74]1. (3) Given the product [CH:1]1([C:7]2[N:12]3[N:13]=[C:14]([CH3:19])[C:15]([C:16]([NH:79][CH:66]([CH2:67][C:68]4[CH:69]=[CH:70][C:71]([OH:74])=[CH:72][CH:73]=4)[C:65]([OH:80])=[O:64])=[O:18])=[C:11]3[N:10]=[CH:9][C:8]=2[C:20]2[CH:25]=[CH:24][C:23]([F:26])=[CH:22][CH:21]=2)[CH2:6][CH2:5][CH2:4][CH2:3][CH2:2]1, predict the reactants needed to synthesize it. The reactants are: [CH:1]1([C:7]2[N:12]3[N:13]=[C:14]([CH3:19])[C:15]([C:16]([OH:18])=O)=[C:11]3[N:10]=[CH:9][C:8]=2[C:20]2[CH:25]=[CH:24][C:23]([F:26])=[CH:22][CH:21]=2)[CH2:6][CH2:5][CH2:4][CH2:3][CH2:2]1.C(N(CC)C(C)C)(C)C.CN(C(ON1N=NC2C=CC=NC1=2)=[N+](C)C)C.F[P-](F)(F)(F)(F)F.C([O:64][C:65](=[O:80])[CH:66]([NH2:79])[CH2:67][C:68]1[CH:73]=[CH:72][C:71]([O:74]C(C)(C)C)=[CH:70][CH:69]=1)(C)(C)C.FC(F)(F)C(O)=O. (4) Given the product [CH2:1]([NH:3][CH2:11][CH2:12][N:13]1[CH2:18][CH2:17][S:16][C:15]2[CH:19]=[C:20]([NH:23][C:24]([C:26]3[S:27][CH:28]=[CH:29][CH:30]=3)=[NH:25])[CH:21]=[CH:22][C:14]1=2)[CH3:2], predict the reactants needed to synthesize it. The reactants are: [CH2:1]([N:3]([CH2:11][CH2:12][N:13]1[CH2:18][CH2:17][S:16][C:15]2[CH:19]=[C:20]([NH:23][C:24]([C:26]3[S:27][CH:28]=[CH:29][CH:30]=3)=[NH:25])[CH:21]=[CH:22][C:14]1=2)C(=O)OC(C)(C)C)[CH3:2].Cl.[OH-].[Na+]. (5) The reactants are: [CH3:1][O:2][C:3]([C:5]1([CH2:10][NH2:11])[CH2:9][CH2:8][CH2:7][CH2:6]1)=[O:4].[C:12]1(=O)[CH2:16][CH2:15][CH2:14][CH2:13]1.C([O-])(=O)C.[Na+].C(O[BH-](OC(=O)C)OC(=O)C)(=O)C.[Na+]. Given the product [CH3:1][O:2][C:3]([C:5]1([CH2:10][NH:11][CH:12]2[CH2:16][CH2:15][CH2:14][CH2:13]2)[CH2:6][CH2:7][CH2:8][CH2:9]1)=[O:4], predict the reactants needed to synthesize it.